This data is from Forward reaction prediction with 1.9M reactions from USPTO patents (1976-2016). The task is: Predict the product of the given reaction. (1) Given the reactants [H-].[Na+].[C:3]([C:5]1[CH:27]=[CH:26][C:8]([CH2:9][N:10]2[CH2:17][CH:16]3[O:18][CH:12]([CH2:13][N:14]([CH2:19][CH2:20][NH:21][S:22]([CH3:25])(=[O:24])=[O:23])[CH2:15]3)[CH2:11]2)=[CH:7][CH:6]=1)#[N:4].[CH2:28](Br)[C:29]1[CH:34]=[CH:33][CH:32]=[CH:31][CH:30]=1, predict the reaction product. The product is: [CH2:28]([N:21]([CH2:20][CH2:19][N:14]1[CH2:15][CH:16]2[O:18][CH:12]([CH2:11][N:10]([CH2:9][C:8]3[CH:7]=[CH:6][C:5]([C:3]#[N:4])=[CH:27][CH:26]=3)[CH2:17]2)[CH2:13]1)[S:22]([CH3:25])(=[O:24])=[O:23])[C:29]1[CH:34]=[CH:33][CH:32]=[CH:31][CH:30]=1. (2) Given the reactants [Cl:1][C:2]1[CH:3]=[CH:4][C:5]([O:23][CH2:24][C:25]2[CH:30]=[CH:29][CH:28]=[CH:27][CH:26]=2)=[C:6]([C:8]2[N:9]([C:14]3[CH:15]=[C:16]([CH:20]=[CH:21][CH:22]=3)[C:17](O)=[O:18])[C:10]([CH3:13])=[CH:11][CH:12]=2)[CH:7]=1.C(Cl)CCl.C1C=CC2N(O)N=NC=2C=1.[CH2:45]([NH2:52])[C:46]1[CH:51]=[CH:50][CH:49]=[CH:48][CH:47]=1, predict the reaction product. The product is: [Cl:1][C:2]1[CH:3]=[CH:4][C:5]([O:23][CH2:24][C:25]2[CH:26]=[CH:27][CH:28]=[CH:29][CH:30]=2)=[C:6]([C:8]2[N:9]([C:14]3[CH:15]=[C:16]([CH:20]=[CH:21][CH:22]=3)[C:17]([NH:52][CH2:45][C:46]3[CH:51]=[CH:50][CH:49]=[CH:48][CH:47]=3)=[O:18])[C:10]([CH3:13])=[CH:11][CH:12]=2)[CH:7]=1. (3) Given the reactants [NH2:1][C:2]1[CH:7]=[CH:6][C:5]([CH:8]2[CH2:13][CH2:12][N:11]([C:14]([O:16][C:17]([CH3:20])([CH3:19])[CH3:18])=[O:15])[CH2:10][CH2:9]2)=[CH:4][CH:3]=1.Br[C:22]1[C:23](=[O:30])[N:24]([CH3:29])[CH:25]=[C:26]([Br:28])[N:27]=1.C(=O)([O-])[O-].[Cs+].[Cs+].CC1(C)C2C(=C(P(C3C=CC=CC=3)C3C=CC=CC=3)C=CC=2)OC2C(P(C3C=CC=CC=3)C3C=CC=CC=3)=CC=CC1=2, predict the reaction product. The product is: [Br:28][C:26]1[N:27]=[C:22]([NH:1][C:2]2[CH:7]=[CH:6][C:5]([CH:8]3[CH2:9][CH2:10][N:11]([C:14]([O:16][C:17]([CH3:20])([CH3:19])[CH3:18])=[O:15])[CH2:12][CH2:13]3)=[CH:4][CH:3]=2)[C:23](=[O:30])[N:24]([CH3:29])[CH:25]=1. (4) Given the reactants [F:1][C:2]([F:54])([F:53])[C:3]1[CH:4]=[C:5]([CH:46]=[C:47]([C:49]([F:52])([F:51])[F:50])[CH:48]=1)[CH2:6][N:7]([CH2:20][C:21]1[CH:26]=[C:25]([C:27]([F:30])([F:29])[F:28])[CH:24]=[CH:23][C:22]=1[N:31]([CH2:44][CH3:45])[C:32]([CH2:34][CH2:35][CH2:36][CH2:37][CH2:38][C:39]([O:41]CC)=[O:40])=[O:33])[C:8]1[N:13]=[CH:12][C:11]([N:14]2[CH2:19][CH2:18][O:17][CH2:16][CH2:15]2)=[CH:10][N:9]=1.[OH-].[Na+].Cl.C(OCC)(=O)C, predict the reaction product. The product is: [F:54][C:2]([F:1])([F:53])[C:3]1[CH:4]=[C:5]([CH:46]=[C:47]([C:49]([F:51])([F:50])[F:52])[CH:48]=1)[CH2:6][N:7]([CH2:20][C:21]1[CH:26]=[C:25]([C:27]([F:28])([F:29])[F:30])[CH:24]=[CH:23][C:22]=1[N:31]([CH2:44][CH3:45])[C:32]([CH2:34][CH2:35][CH2:36][CH2:37][CH2:38][C:39]([OH:41])=[O:40])=[O:33])[C:8]1[N:13]=[CH:12][C:11]([N:14]2[CH2:19][CH2:18][O:17][CH2:16][CH2:15]2)=[CH:10][N:9]=1. (5) Given the reactants [C:1]([O:4][CH:5]1[C:9]2=[N:10][CH:11]=[C:12]([NH2:29])[C:13]([N:14]3[CH2:19][C@H:18]([CH3:20])[CH2:17][C@H:16]([NH:21][C:22]([O:24][C:25]([CH3:28])([CH3:27])[CH3:26])=[O:23])[CH2:15]3)=[C:8]2[CH2:7][CH2:6]1)(=[O:3])[CH3:2].[F:30][C:31]1[CH:36]=[CH:35][CH:34]=[C:33]([F:37])[C:32]=1[C:38]1[N:43]=[C:42]([C:44](O)=[O:45])[CH:41]=[CH:40][C:39]=1[F:47].CN(C(ON1N=NC2C=CC=NC1=2)=[N+](C)C)C.F[P-](F)(F)(F)(F)F.CCN(C(C)C)C(C)C, predict the reaction product. The product is: [C:1]([O:4][CH:5]1[C:9]2=[N:10][CH:11]=[C:12]([NH:29][C:44]([C:42]3[CH:41]=[CH:40][C:39]([F:47])=[C:38]([C:32]4[C:31]([F:30])=[CH:36][CH:35]=[CH:34][C:33]=4[F:37])[N:43]=3)=[O:45])[C:13]([N:14]3[CH2:19][C@H:18]([CH3:20])[CH2:17][C@H:16]([NH:21][C:22]([O:24][C:25]([CH3:28])([CH3:27])[CH3:26])=[O:23])[CH2:15]3)=[C:8]2[CH2:7][CH2:6]1)(=[O:3])[CH3:2]. (6) Given the reactants F[C:2]1[CH:7]=[CH:6][C:5]([N+:8]([O-:10])=[O:9])=[CH:4][CH:3]=1.[CH:11]1([OH:17])[CH2:16][CH2:15][CH2:14][CH2:13][CH2:12]1, predict the reaction product. The product is: [CH:11]1([O:17][C:2]2[CH:7]=[CH:6][C:5]([N+:8]([O-:10])=[O:9])=[CH:4][CH:3]=2)[CH2:16][CH2:15][CH2:14][CH2:13][CH2:12]1.